This data is from Catalyst prediction with 721,799 reactions and 888 catalyst types from USPTO. The task is: Predict which catalyst facilitates the given reaction. (1) Reactant: [Br:1][C:2]1[CH:8]=[C:7]([F:9])[CH:6]=[CH:5][C:3]=1[NH2:4].B(Cl)(Cl)Cl.C(Cl)Cl.Cl[CH2:18][C:19]#N.[Cl-].[Al+3].[Cl-].[Cl-]. Product: [F:9][C:7]1[CH:6]=[C:5]2[C:3](=[C:2]([Br:1])[CH:8]=1)[NH:4][CH:19]=[CH:18]2. The catalyst class is: 26. (2) Reactant: CC1(C)C(C)(C)OB([C:9]2[CH2:14][CH2:13][CH:12]([CH2:15][C:16]([O:18][CH2:19][CH3:20])=[O:17])[CH2:11][CH:10]=2)O1.Br[C:23]1[CH:24]=[N:25][C:26]2[C:31]([CH:32]=1)=[CH:30][CH:29]=[CH:28][CH:27]=2.C(=O)([O-])[O-].[K+].[K+].N#N. Product: [N:25]1[C:26]2[C:31](=[CH:30][CH:29]=[CH:28][CH:27]=2)[CH:32]=[C:23]([C:9]2[CH2:14][CH2:13][CH:12]([CH2:15][C:16]([O:18][CH2:19][CH3:20])=[O:17])[CH2:11][CH:10]=2)[CH:24]=1. The catalyst class is: 70. (3) Reactant: [Br:1][C:2]1[CH:7]=[CH:6][C:5]([C:8]2[CH2:12][CH:11]([CH2:13][OH:14])[O:10][N:9]=2)=[CH:4][CH:3]=1.[C:15]([O:19][P:20](N(CC)CC)[O:21][C:22]([CH3:25])([CH3:24])[CH3:23])([CH3:18])([CH3:17])[CH3:16].N1C=NN=N1.ClC1C=CC=C(C(OO)=[O:44])C=1.S(=O)(O)[O-].[Na+]. Product: [P:20]([O:19][C:15]([CH3:16])([CH3:17])[CH3:18])([O:21][C:22]([CH3:23])([CH3:24])[CH3:25])([O:14][CH2:13][CH:11]1[O:10][N:9]=[C:8]([C:5]2[CH:4]=[CH:3][C:2]([Br:1])=[CH:7][CH:6]=2)[CH2:12]1)=[O:44]. The catalyst class is: 4. (4) Reactant: F[C:2]1[CH:3]=[CH:4][C:5]([N+:12]([O-:14])=[O:13])=[C:6]([CH:11]=1)[C:7]([O:9][CH3:10])=[O:8].[C:15]([NH:18][C:19]1[CH:28]=[CH:27][C:26]([OH:29])=[CH:25][C:20]=1[C:21]([O:23][CH3:24])=[O:22])(=[O:17])[CH3:16].C([O-])([O-])=O.[K+].[K+].C1OCCOCCOCCOCCOCCOC1. Product: [C:15]([NH:18][C:19]1[CH:28]=[CH:27][C:26]([O:29][C:2]2[CH:3]=[CH:4][C:5]([N+:12]([O-:14])=[O:13])=[C:6]([C:7]([O:9][CH3:10])=[O:8])[CH:11]=2)=[CH:25][C:20]=1[C:21]([O:23][CH3:24])=[O:22])(=[O:17])[CH3:16]. The catalyst class is: 3. (5) Reactant: [CH2:1]([C@H:8]1[CH2:16][O:15][CH2:14][C@H:13]([NH:17][C:18]([O:20][C:21]([CH3:24])([CH3:23])[CH3:22])=[O:19])[C:12](=[O:25])[O:11][C@@H:10]([CH3:26])[C@@H:9]1[O:27][CH2:28][CH2:29][C:30]([OH:32])=O)[C:2]1[CH:7]=[CH:6][CH:5]=[CH:4][CH:3]=1.C[CH2:34][N:35](C(C)C)[CH:36](C)C.OC1C2N=NNC=2C=CC=1.C(N=C=NCCCN(C)C)C.Cl.CNC. Product: [CH2:1]([C@@H:8]1[C@@H:9]([O:27][CH2:28][CH2:29][C:30]([N:35]([CH3:36])[CH3:34])=[O:32])[C@H:10]([CH3:26])[O:11][C:12](=[O:25])[C@@H:13]([NH:17][C:18](=[O:19])[O:20][C:21]([CH3:24])([CH3:23])[CH3:22])[CH2:14][O:15][CH2:16]1)[C:2]1[CH:7]=[CH:6][CH:5]=[CH:4][CH:3]=1. The catalyst class is: 508. (6) Reactant: [Cl:1][C:2]1[N:7]=[C:6](Cl)[CH:5]=[C:4]([C:9]2[CH:14]=[CH:13][C:12]([F:15])=[CH:11][CH:10]=2)[N:3]=1.N1[CH2:21][CH2:20][CH:19]([C:22]#[N:23])[CH2:18][CH2:17]1.[C:24]([O-])([O-])=O.[K+].[K+]. Product: [Cl:1][CH:2]1[CH2:24][CH:6]([N:7]2[CH2:21][CH2:20][CH:19]([C:22]#[N:23])[CH2:18][CH2:17]2)[CH2:5][CH:4]([C:9]2[CH:14]=[CH:13][C:12]([F:15])=[CH:11][CH:10]=2)[NH:3]1. The catalyst class is: 44. (7) Product: [Br:1][C:2]1[CH:3]=[CH:4][C:5]([C:8]([NH:36][C:34]2[CH:33]=[CH:32][C:29]3[CH2:30][CH2:31][N:25]([CH:21]4[CH2:22][CH2:23][CH2:24]4)[CH2:26][CH2:27][C:28]=3[CH:35]=2)=[O:10])=[N:6][CH:7]=1. Reactant: [Br:1][C:2]1[CH:3]=[CH:4][C:5]([C:8]([OH:10])=O)=[N:6][CH:7]=1.ON1C2C=CC=CC=2N=N1.[CH:21]1([N:25]2[CH2:31][CH2:30][C:29]3[CH:32]=[CH:33][C:34]([NH2:36])=[CH:35][C:28]=3[CH2:27][CH2:26]2)[CH2:24][CH2:23][CH2:22]1. The catalyst class is: 9. (8) Reactant: [CH3:1][C:2]1[C:6]([C:7]2[CH:8]=[C:9]([C:19]([C:21]3[CH:26]=[CH:25][CH:24]=[CH:23][N:22]=3)=[O:20])[C:10]3[N:14]=[C:13](OCC)[NH:12][C:11]=3[CH:18]=2)=[C:5]([CH3:27])[O:4][N:3]=1.[CH2:28]([Mg]Br)[CH3:29].CCO.Cl.O1CCOCC1. Product: [CH3:1][C:2]1[C:6]([C:7]2[CH:8]=[C:9]([C:19]([OH:20])([C:21]3[CH:26]=[CH:25][CH:24]=[CH:23][N:22]=3)[CH2:28][CH3:29])[C:10]3[N:14]=[CH:13][NH:12][C:11]=3[CH:18]=2)=[C:5]([CH3:27])[O:4][N:3]=1. The catalyst class is: 1. (9) Reactant: [OH:1][CH2:2][CH:3]1[NH:8][CH2:7][CH2:6][N:5]([C:9]([O:11][C:12]([CH3:15])([CH3:14])[CH3:13])=[O:10])[CH2:4]1.[Br:16][C:17]1[CH:18]=[C:19]([N:23]=[C:24]=[O:25])[CH:20]=[CH:21][CH:22]=1. Product: [Br:16][C:17]1[CH:18]=[C:19]([NH:23][C:24]([N:8]2[CH2:7][CH2:6][N:5]([C:9]([O:11][C:12]([CH3:15])([CH3:14])[CH3:13])=[O:10])[CH2:4][CH:3]2[CH2:2][OH:1])=[O:25])[CH:20]=[CH:21][CH:22]=1. The catalyst class is: 7.